Dataset: Full USPTO retrosynthesis dataset with 1.9M reactions from patents (1976-2016). Task: Predict the reactants needed to synthesize the given product. Given the product [CH2:12]([O:19][C:20]1[C:25]([Cl:26])=[N:24][C:23]([CH2:27][O:28][Si:2]([CH:9]([CH3:11])[CH3:10])([CH:6]([CH3:8])[CH3:7])[CH:3]([CH3:5])[CH3:4])=[CH:22][CH:21]=1)[C:13]1[CH:14]=[CH:15][CH:16]=[CH:17][CH:18]=1, predict the reactants needed to synthesize it. The reactants are: Cl[Si:2]([CH:9]([CH3:11])[CH3:10])([CH:6]([CH3:8])[CH3:7])[CH:3]([CH3:5])[CH3:4].[CH2:12]([O:19][C:20]1[CH:21]=[CH:22][C:23]([CH2:27][OH:28])=[N:24][C:25]=1[Cl:26])[C:13]1[CH:18]=[CH:17][CH:16]=[CH:15][CH:14]=1.N1C=CN=C1.CN(C=O)C.